The task is: Predict the product of the given reaction.. This data is from Forward reaction prediction with 1.9M reactions from USPTO patents (1976-2016). (1) Given the reactants [CH3:1][O:2][C:3]1[CH:4]=[C:5]([NH:11][C:12]2[N:17]=[C:16]([N:18]3[C:22]([CH3:23])=[CH:21][C:20]([C:24]([F:27])([F:26])[F:25])=[N:19]3)[C:15]([C:28]3[CH:29]=[C:30]([C:36](O)=[O:37])[C:31]([O:34][CH3:35])=[N:32][CH:33]=3)=[CH:14][N:13]=2)[CH:6]=[C:7]([O:9][CH3:10])[CH:8]=1.[F:39][C:40]([F:47])([F:46])[CH2:41][S:42]([NH2:45])(=[O:44])=[O:43].C(N(CC)CC)C.[I-].ClC1C=CC=C[N+]=1C, predict the reaction product. The product is: [CH3:10][O:9][C:7]1[CH:6]=[C:5]([NH:11][C:12]2[N:17]=[C:16]([N:18]3[C:22]([CH3:23])=[CH:21][C:20]([C:24]([F:27])([F:26])[F:25])=[N:19]3)[C:15]([C:28]3[CH:29]=[C:30]([C:36]([NH:45][S:42]([CH2:41][C:40]([F:47])([F:46])[F:39])(=[O:44])=[O:43])=[O:37])[C:31]([O:34][CH3:35])=[N:32][CH:33]=3)=[CH:14][N:13]=2)[CH:4]=[C:3]([O:2][CH3:1])[CH:8]=1. (2) Given the reactants [F:1][CH:2]([F:15])[O:3][C:4]1[CH:5]=[C:6]2[C:10](=[CH:11][CH:12]=1)[N:9]([CH3:13])[N:8]=[C:7]2I.C([Mg]Cl)(C)C.[CH2:21]([Sn:25]([CH2:31][CH2:32][CH2:33][CH3:34])([CH2:27][CH2:28][CH2:29][CH3:30])Cl)[CH2:22][CH2:23][CH3:24], predict the reaction product. The product is: [F:1][CH:2]([F:15])[O:3][C:4]1[CH:5]=[C:6]2[C:10](=[CH:11][CH:12]=1)[N:9]([CH3:13])[N:8]=[C:7]2[Sn:25]([CH2:27][CH2:28][CH2:29][CH3:30])([CH2:31][CH2:32][CH2:33][CH3:34])[CH2:21][CH2:22][CH2:23][CH3:24]. (3) Given the reactants [OH:1][CH:2]([CH3:7])[CH2:3][C:4]([OH:6])=O.C(N(C(C)C)CC)(C)C.[Cl-].COC1N=C([N+]2(C)CCOCC2)N=C(OC)N=1.Cl.[CH3:36][S:37]([C:40]1[CH:41]=[C:42]2[C:46](=[CH:47][CH:48]=1)[N:45]([C:49]1[CH:54]=[C:53]([O:55][CH:56]3[CH2:61][CH2:60][NH:59][CH2:58][CH2:57]3)[N:52]=[CH:51][N:50]=1)[CH2:44][CH2:43]2)(=[O:39])=[O:38], predict the reaction product. The product is: [CH3:36][S:37]([C:40]1[CH:41]=[C:42]2[C:46](=[CH:47][CH:48]=1)[N:45]([C:49]1[N:50]=[CH:51][N:52]=[C:53]([O:55][CH:56]3[CH2:61][CH2:60][N:59]([C:4](=[O:6])[CH2:3][CH:2]([OH:1])[CH3:7])[CH2:58][CH2:57]3)[CH:54]=1)[CH2:44][CH2:43]2)(=[O:39])=[O:38]. (4) Given the reactants [C:1]([C:5]1[CH:6]=[C:7]([NH:11][C:12]2[CH:21]=[N:20][C:19]3[C:14](=[CH:15][CH:16]=[C:17]([OH:22])[CH:18]=3)[N:13]=2)[CH:8]=[CH:9][CH:10]=1)([CH3:4])([CH3:3])[CH3:2].C[Si]([N-][Si](C)(C)C)(C)C.[K+].[CH3:33][NH:34][C:35]([C:37]1[CH:42]=[C:41](Cl)[CH:40]=[CH:39][N:38]=1)=[O:36].C(=O)([O-])[O-].[K+].[K+], predict the reaction product. The product is: [CH3:33][NH:34][C:35]([C:37]1[CH:42]=[C:41]([O:22][C:17]2[CH:18]=[C:19]3[C:14](=[CH:15][CH:16]=2)[N:13]=[C:12]([NH:11][C:7]2[CH:8]=[CH:9][CH:10]=[C:5]([C:1]([CH3:4])([CH3:2])[CH3:3])[CH:6]=2)[CH:21]=[N:20]3)[CH:40]=[CH:39][N:38]=1)=[O:36]. (5) Given the reactants [N:1]1[CH:6]=[CH:5][CH:4]=[CH:3][C:2]=1[C:7]1[N:11]=[C:10]([C:12]2[CH:17]=[C:16]([CH3:18])[CH:15]=[C:14]([C:19]#[N:20])[CH:13]=2)[O:9][N:8]=1.[Br:21]N1C(=O)CCC1=O, predict the reaction product. The product is: [N:1]1[CH:6]=[CH:5][CH:4]=[CH:3][C:2]=1[C:7]1[N:11]=[C:10]([C:12]2[CH:13]=[C:14]([C:19]#[N:20])[CH:15]=[C:16]([CH2:18][Br:21])[CH:17]=2)[O:9][N:8]=1. (6) Given the reactants [CH2:1]([NH2:7])[CH2:2][CH2:3][CH2:4][CH2:5][NH2:6].Cl[C:9]1[CH:14]=[C:13]([C:15]2[CH:20]=[CH:19][CH:18]=[C:17]([CH3:21])[C:16]=2[CH3:22])[N:12]=[C:11]([NH2:23])[N:10]=1, predict the reaction product. The product is: [NH2:6][CH2:5][CH2:4][CH2:3][CH2:2][CH2:1][NH:7][C:9]1[CH:14]=[C:13]([C:15]2[CH:20]=[CH:19][CH:18]=[C:17]([CH3:21])[C:16]=2[CH3:22])[N:12]=[C:11]([NH2:23])[N:10]=1.